From a dataset of Full USPTO retrosynthesis dataset with 1.9M reactions from patents (1976-2016). Predict the reactants needed to synthesize the given product. (1) Given the product [Cl:8][C:7]1[C:2]([N:9]2[CH2:14][CH2:13][NH:12][CH2:11][CH2:10]2)=[N:3][CH:4]=[CH:5][CH:6]=1, predict the reactants needed to synthesize it. The reactants are: Cl[C:2]1[C:7]([Cl:8])=[CH:6][CH:5]=[CH:4][N:3]=1.[NH:9]1[CH2:14][CH2:13][NH:12][CH2:11][CH2:10]1.C(N(CC)CC)C. (2) Given the product [Br:10][C:7]1[CH:8]=[CH:9][C:4]([C:2]2([CH3:1])[NH:16][C:21](=[O:23])[NH:15][C:11]2=[O:14])=[CH:5][CH:6]=1, predict the reactants needed to synthesize it. The reactants are: [CH3:1][C:2]([C:4]1[CH:9]=[CH:8][C:7]([Br:10])=[CH:6][CH:5]=1)=O.[C:11](=[O:14])([O-])[O-].[NH4+:15].[NH4+:16].[C-]#N.[K+].Cl.[CH2:21]([OH:23])C. (3) Given the product [CH2:1]([C:3]1[CH:11]=[CH:10][C:6]([C:7]([O:9][CH3:19])=[O:8])=[CH:5][C:4]=1[N+:12]([O-:14])=[O:13])[CH3:2], predict the reactants needed to synthesize it. The reactants are: [CH2:1]([C:3]1[CH:11]=[CH:10][C:6]([C:7]([OH:9])=[O:8])=[CH:5][C:4]=1[N+:12]([O-:14])=[O:13])[CH3:2].O=S(Cl)Cl.[CH3:19]O. (4) Given the product [Si:20]([O:19][C:10]1[CH:9]=[CH:8][C:7]2[C:6]([CH3:27])([CH3:28])[N:5]3[C:3](=[O:4])[CH2:2][N:32]([CH2:29][CH2:30][CH3:31])[C:15](=[O:16])[CH:14]3[CH2:13][C:12]=2[CH:11]=1)([C:23]([CH3:26])([CH3:25])[CH3:24])([CH3:22])[CH3:21], predict the reactants needed to synthesize it. The reactants are: Br[CH2:2][C:3]([N:5]1[CH:14]([C:15](OC)=[O:16])[CH2:13][C:12]2[C:7](=[CH:8][CH:9]=[C:10]([O:19][Si:20]([C:23]([CH3:26])([CH3:25])[CH3:24])([CH3:22])[CH3:21])[CH:11]=2)[C:6]1([CH3:28])[CH3:27])=[O:4].[CH2:29]([NH2:32])[CH2:30][CH3:31].C([O-])([O-])=O.[K+].[K+]. (5) Given the product [CH3:1][O:2][C:3](=[O:35])[C:4]1[CH:34]=[CH:33][C:7]([C:8]2[C:26]3[C:21](=[CH:22][C:23]([O:29][CH:30]([F:32])[F:31])=[C:24]([O:27][CH3:28])[CH:25]=3)[CH:12]3[CH:11]([CH2:16][CH2:15][CH:14]([O:17][C:18](=[O:20])[CH3:19])[CH2:13]3)[N:10]=2)=[CH:6][CH:5]=1, predict the reactants needed to synthesize it. The reactants are: [CH3:1][O:2][C:3](=[O:35])[C:4]1[CH:34]=[CH:33][C:7]([C:8]([NH:10][CH:11]2[CH2:16][CH2:15][CH:14]([O:17][C:18](=[O:20])[CH3:19])[CH2:13][CH:12]2[C:21]2[CH:26]=[CH:25][C:24]([O:27][CH3:28])=[C:23]([O:29][CH:30]([F:32])[F:31])[CH:22]=2)=O)=[CH:6][CH:5]=1.[OH-].[Na+]. (6) Given the product [ClH:27].[CH2:25]1[O:26][C:18]2[CH:17]=[CH:16][C:21]([C@@H:22]3[C:5]4[NH:6][C:7]5[C:12]([C:4]=4[CH2:3][C@H:2]([C:13]([OH:15])=[O:14])[NH:1]3)=[CH:11][CH:10]=[CH:9][CH:8]=5)=[CH:20][C:19]=2[O:24]1, predict the reactants needed to synthesize it. The reactants are: [NH2:1][C@@H:2]([C:13]([OH:15])=[O:14])[CH2:3][C:4]1[C:12]2[C:7](=[CH:8][CH:9]=[CH:10][CH:11]=2)[NH:6][CH:5]=1.[CH:16]1[C:21]([CH:22]=O)=[CH:20][C:19]2[O:24][CH2:25][O:26][C:18]=2[CH:17]=1.[ClH:27]. (7) Given the product [CH3:19][O:18][C@@H:5]([CH2:6][C:7]1[CH:8]=[CH:9][C:10]([O:13][CH2:14][C:15](=[O:17])[NH:32][CH:24]([C:23]([O:22][CH3:21])=[O:33])[CH2:25][C:26]2[CH:31]=[CH:30][CH:29]=[CH:28][CH:27]=2)=[CH:11][CH:12]=1)[C:4]([OH:3])=[O:20], predict the reactants needed to synthesize it. The reactants are: C([O:3][C:4](=[O:20])[C@@H:5]([O:18][CH3:19])[CH2:6][C:7]1[CH:12]=[CH:11][C:10]([O:13][CH2:14][C:15]([OH:17])=O)=[CH:9][CH:8]=1)C.[CH3:21][O:22][C:23](=[O:33])[CH:24]([NH2:32])[CH2:25][C:26]1[CH:31]=[CH:30][CH:29]=[CH:28][CH:27]=1.C(O[C@@H](CC1C=CC(O[C@@H](C(=O)NCCC2C=CC(OC3C=CC=CC=3)=CC=2)C)=CC=1)C(O)=O)C.